The task is: Predict the product of the given reaction.. This data is from Forward reaction prediction with 1.9M reactions from USPTO patents (1976-2016). (1) Given the reactants [CH2:1]([NH2:8])[C:2]1[CH:7]=[CH:6][CH:5]=[CH:4][CH:3]=1.[Br:9][C:10]1[S:11][CH:12]=[C:13]([C:15](O)=[O:16])[N:14]=1.O=C1N(P(Cl)(N2CCOC2=O)=O)CCO1.C(N(C(C)C)CC)(C)C, predict the reaction product. The product is: [CH2:1]([NH:8][C:15]([C:13]1[N:14]=[C:10]([Br:9])[S:11][CH:12]=1)=[O:16])[C:2]1[CH:7]=[CH:6][CH:5]=[CH:4][CH:3]=1. (2) Given the reactants [S:1]1[CH:5]=[C:4]([C:6]([OH:8])=O)[N:3]=[CH:2]1.ClC(OCC)=O.[N-:15]=[N+:16]=[N-:17].[Na+], predict the reaction product. The product is: [S:1]1[CH:5]=[C:4]([C:6]([N:15]=[N+:16]=[N-:17])=[O:8])[N:3]=[CH:2]1. (3) Given the reactants [N:1]1[CH:6]=[CH:5][C:4]([C@H:7](O)[CH3:8])=[CH:3][CH:2]=1.[Li]CCCC.C1(C)C(S(Cl)(=O)=O)=CC=CC=1.[N-:26]=[N+:27]=[N-:28].[Na+], predict the reaction product. The product is: [N:26]([C@H:7]([C:4]1[CH:5]=[CH:6][N:1]=[CH:2][CH:3]=1)[CH3:8])=[N+:27]=[N-:28]. (4) Given the reactants N[C:2]1[CH:3]=[CH:4][C:5]([Cl:8])=[N:6][CH:7]=1.O.N([O-])=O.[Na+].[C:14](=[S:19])([O:16][CH2:17][CH3:18])[S-:15].[K+], predict the reaction product. The product is: [C:14](=[S:15])([O:16][CH2:17][CH3:18])[S:19][C:2]1[CH:7]=[N:6][C:5]([Cl:8])=[CH:4][CH:3]=1.